Dataset: Catalyst prediction with 721,799 reactions and 888 catalyst types from USPTO. Task: Predict which catalyst facilitates the given reaction. Reactant: [CH:1]([C:5]1[CH:10]=[CH:9][C:8]([OH:11])=[CH:7][CH:6]=1)([CH2:3][CH3:4])[CH3:2].[C:12](=O)([O-])[O-].[K+].[K+].CI.O. Product: [CH:1]([C:5]1[CH:6]=[CH:7][C:8]([O:11][CH3:12])=[CH:9][CH:10]=1)([CH2:3][CH3:4])[CH3:2]. The catalyst class is: 42.